Dataset: NCI-60 drug combinations with 297,098 pairs across 59 cell lines. Task: Regression. Given two drug SMILES strings and cell line genomic features, predict the synergy score measuring deviation from expected non-interaction effect. Drug 1: CN(C(=O)NC(C=O)C(C(C(CO)O)O)O)N=O. Drug 2: CC1C(C(CC(O1)OC2CC(CC3=C2C(=C4C(=C3O)C(=O)C5=C(C4=O)C(=CC=C5)OC)O)(C(=O)CO)O)N)O.Cl. Cell line: HL-60(TB). Synergy scores: CSS=45.1, Synergy_ZIP=-3.53, Synergy_Bliss=-3.77, Synergy_Loewe=-1.28, Synergy_HSA=-0.193.